This data is from Full USPTO retrosynthesis dataset with 1.9M reactions from patents (1976-2016). The task is: Predict the reactants needed to synthesize the given product. (1) Given the product [O:1]1[CH2:5][CH2:4][C@@H:3]([NH:6][C:7]2[N:15]=[CH:14][N:13]=[C:12]3[C:8]=2[N:9]=[CH:10][N:11]3[C@@H:16]2[O:20][C@H:19]([CH2:21][NH:22][C:23]([NH:25][CH2:26][CH3:29])=[O:24])[C@@H:18]([OH:27])[C@H:17]2[OH:28])[CH2:2]1, predict the reactants needed to synthesize it. The reactants are: [O:1]1[CH2:5][CH2:4][C@@H:3]([NH:6][C:7]2[N:15]=[CH:14][N:13]=[C:12]3[C:8]=2[N:9]=[CH:10][N:11]3[C@@H:16]2[O:20][C@H:19]([CH2:21][NH:22][C:23]([NH:25][CH3:26])=[O:24])[C@@H:18]([OH:27])[C@H:17]2[OH:28])[CH2:2]1.[CH2:29](N=C=O)C.CN=C=O. (2) Given the product [CH2:13]([NH:17][CH2:9][C:8]1[CH:11]=[CH:12][C:5]([C:1]([CH3:4])([CH3:3])[CH3:2])=[CH:6][CH:7]=1)[CH2:14][CH2:15][CH3:16], predict the reactants needed to synthesize it. The reactants are: [C:1]([C:5]1[CH:12]=[CH:11][C:8]([CH:9]=O)=[CH:7][CH:6]=1)([CH3:4])([CH3:3])[CH3:2].[CH2:13]([NH2:17])[CH2:14][CH2:15][CH3:16].[BH4-].[Na+]. (3) Given the product [C:1]1([C:24]2[CH:29]=[CH:28][CH:27]=[CH:26][CH:25]=2)[C:2]([C:7]([C:9]2[NH:10][C:11]3[C:16]([C:17]=2[CH2:18][C:19]([OH:21])=[O:20])=[CH:15][CH:14]=[CH:13][CH:12]=3)=[O:8])=[CH:3][CH:4]=[CH:5][CH:6]=1, predict the reactants needed to synthesize it. The reactants are: [C:1]1([C:24]2[CH:29]=[CH:28][CH:27]=[CH:26][CH:25]=2)[C:2]([C:7]([C:9]2[NH:10][C:11]3[C:16]([C:17]=2[CH2:18][C:19]([O:21]CC)=[O:20])=[CH:15][CH:14]=[CH:13][CH:12]=3)=[O:8])=[CH:3][CH:4]=[CH:5][CH:6]=1.[OH-].[K+].CCOCC. (4) Given the product [ClH:1].[Cl:1][C:2]1[CH:7]=[C:6]([C:8]2[S:9][CH:10]=[C:11]([CH3:13])[CH:12]=2)[CH:5]=[CH:4][C:3]=1[S:14]([NH:17][C:18]1[CH:19]=[C:20]([NH:26][C:27](=[O:39])[C@H:28]([CH3:29])[NH:30][CH3:31])[CH:21]=[CH:22][C:23]=1[O:24][CH3:25])(=[O:15])=[O:16], predict the reactants needed to synthesize it. The reactants are: [Cl:1][C:2]1[CH:7]=[C:6]([C:8]2[S:9][CH:10]=[C:11]([CH3:13])[CH:12]=2)[CH:5]=[CH:4][C:3]=1[S:14]([NH:17][C:18]1[CH:19]=[C:20]([NH:26][C:27](=[O:39])[C@@H:28]([N:30](C)[C:31](=O)OC(C)(C)C)[CH3:29])[CH:21]=[CH:22][C:23]=1[O:24][CH3:25])(=[O:16])=[O:15].